This data is from Forward reaction prediction with 1.9M reactions from USPTO patents (1976-2016). The task is: Predict the product of the given reaction. (1) Given the reactants Cl.[CH3:2][O:3][C:4]([C:6]1[S:10][C:9]2[CH:11]=[C:12]([F:15])[CH:13]=[CH:14][C:8]=2[C:7]=1[CH:16]1[CH2:21][CH2:20][NH:19][CH2:18][CH2:17]1)=[O:5].C(N(CC)CC)C.[CH3:29][S:30]([N:33]1[CH2:38][CH2:37][C:36]2[N:39]([CH2:52][CH2:53][CH:54]=O)[N:40]=[C:41]([C:42]3[CH:47]=[CH:46][C:45]([C:48]([F:51])([F:50])[F:49])=[CH:44][CH:43]=3)[C:35]=2[CH2:34]1)(=[O:32])=[O:31].C([O-])(O)=O.[Na+].C(O[BH-](OC(=O)C)OC(=O)C)(=O)C.[Na+], predict the reaction product. The product is: [CH3:2][O:3][C:4]([C:6]1[S:10][C:9]2[CH:11]=[C:12]([F:15])[CH:13]=[CH:14][C:8]=2[C:7]=1[CH:16]1[CH2:21][CH2:20][N:19]([CH2:54][CH2:53][CH2:52][N:39]2[C:36]3[CH2:37][CH2:38][N:33]([S:30]([CH3:29])(=[O:32])=[O:31])[CH2:34][C:35]=3[C:41]([C:42]3[CH:47]=[CH:46][C:45]([C:48]([F:50])([F:49])[F:51])=[CH:44][CH:43]=3)=[N:40]2)[CH2:18][CH2:17]1)=[O:5]. (2) Given the reactants C([O-])([O-])=O.[K+].[K+].[CH3:7][O:8][C:9]1[CH:14]=[CH:13][C:12]([OH:15])=[CH:11][CH:10]=1.Br[CH2:17][C:18]([O:20][CH2:21][CH3:22])=[O:19], predict the reaction product. The product is: [CH3:7][O:8][C:9]1[CH:14]=[CH:13][C:12]([O:15][CH2:17][C:18]([O:20][CH2:21][CH3:22])=[O:19])=[CH:11][CH:10]=1. (3) Given the reactants [F:1][C:2]([F:34])([F:33])[C:3]1[CH:4]=[C:5]([CH:26]=[C:27]([C:29]([F:32])([F:31])[F:30])[CH:28]=1)[C:6]([N:8]1[CH2:25][CH2:24][C:11]2([C:15](=[O:16])[NH:14][CH:13]=[C:12]2[C:17]2[CH:22]=[CH:21][CH:20]=[CH:19][C:18]=2[CH3:23])[CH2:10][CH2:9]1)=[O:7].Cl[CH2:36][CH2:37][N:38]1[CH2:42][CH2:41][CH2:40][CH2:39]1, predict the reaction product. The product is: [F:32][C:29]([F:30])([F:31])[C:27]1[CH:26]=[C:5]([CH:4]=[C:3]([C:2]([F:1])([F:33])[F:34])[CH:28]=1)[C:6]([N:8]1[CH2:25][CH2:24][C:11]2([C:15](=[O:16])[N:14]([CH2:36][CH2:37][N:38]3[CH2:42][CH2:41][CH2:40][CH2:39]3)[CH:13]=[C:12]2[C:17]2[CH:22]=[CH:21][CH:20]=[CH:19][C:18]=2[CH3:23])[CH2:10][CH2:9]1)=[O:7]. (4) Given the reactants [C:1]1([C:17]2[CH:22]=[CH:21][CH:20]=[CH:19][CH:18]=2)[CH:6]=[CH:5][CH:4]=[CH:3][C:2]=1[NH:7][C:8](=[O:16])[O:9][CH2:10][C@@H:11]1[CH2:15][CH2:14][NH:13][CH2:12]1.[C:23](O)(=O)C.C=O, predict the reaction product. The product is: [C:1]1([C:17]2[CH:22]=[CH:21][CH:20]=[CH:19][CH:18]=2)[CH:6]=[CH:5][CH:4]=[CH:3][C:2]=1[NH:7][C:8](=[O:16])[O:9][CH2:10][C@@H:11]1[CH2:15][CH2:14][N:13]([CH3:23])[CH2:12]1.